From a dataset of Full USPTO retrosynthesis dataset with 1.9M reactions from patents (1976-2016). Predict the reactants needed to synthesize the given product. (1) The reactants are: C(N(CC)CC)C.FC(F)(F)C(O)=O.[CH2:15]([N:18]1[C:26]2[C:21](=[N:22][C:23]([N:28]3[CH:32]=[C:31]4[CH2:33][NH:34][CH2:35][C:30]4=[N:29]3)=[C:24]([Cl:27])[CH:25]=2)[N:20]=[C:19]1[O:36][C@@H:37]1[CH2:41][O:40][C@@H:39]2[C@H:42]([O:45][Si:46]([C:49]([CH3:52])([CH3:51])[CH3:50])([CH3:48])[CH3:47])[CH2:43][O:44][C@H:38]12)[CH:16]=[CH2:17].[CH3:53][S:54](Cl)(=[O:56])=[O:55]. Given the product [CH2:15]([N:18]1[C:26]2[C:21](=[N:22][C:23]([N:28]3[CH:32]=[C:31]4[CH2:33][N:34]([S:54]([CH3:53])(=[O:56])=[O:55])[CH2:35][C:30]4=[N:29]3)=[C:24]([Cl:27])[CH:25]=2)[N:20]=[C:19]1[O:36][C@@H:37]1[CH2:41][O:40][C@@H:39]2[C@H:42]([O:45][Si:46]([C:49]([CH3:52])([CH3:51])[CH3:50])([CH3:47])[CH3:48])[CH2:43][O:44][C@H:38]12)[CH:16]=[CH2:17], predict the reactants needed to synthesize it. (2) Given the product [CH3:12][N:13]([CH2:2][C:3]1[CH:10]=[C:9]([F:11])[CH:8]=[CH:7][C:4]=1[C:5]#[N:6])[CH3:14], predict the reactants needed to synthesize it. The reactants are: Br[CH2:2][C:3]1[CH:10]=[C:9]([F:11])[CH:8]=[CH:7][C:4]=1[C:5]#[N:6].[CH3:12][NH:13][CH3:14]. (3) The reactants are: Br[C:2]1[C:6]2[CH:7]=[N:8][C:9]([NH2:23])=[C:10]([O:11][C@@H:12]([C:14]3[C:19]([Cl:20])=[CH:18][CH:17]=[C:16]([F:21])[C:15]=3[Cl:22])[CH3:13])[C:5]=2[O:4][CH:3]=1.[S:24]1[CH2:29][CH:28]=[C:27](B2OC(C)(C)C(C)(C)O2)[CH2:26][CH2:25]1. Given the product [Cl:22][C:15]1[C:16]([F:21])=[CH:17][CH:18]=[C:19]([Cl:20])[C:14]=1[C@H:12]([O:11][C:10]1[C:5]2[O:4][CH:3]=[C:2]([C:27]3[CH2:28][CH2:29][S:24][CH2:25][CH:26]=3)[C:6]=2[CH:7]=[N:8][C:9]=1[NH2:23])[CH3:13], predict the reactants needed to synthesize it. (4) Given the product [F:15][C:13]1[CH:12]=[C:11]([N+:16]([O-:18])=[O:17])[CH:10]=[C:9]2[C:14]=1[N:5]([CH2:4][CH2:3][N:2]([CH3:1])[CH3:20])[CH2:6][CH2:7][CH2:8]2, predict the reactants needed to synthesize it. The reactants are: [CH3:1][N:2]([CH3:20])[CH2:3][CH2:4][N:5]1[C:14]2[C:9](=[CH:10][C:11]([N+:16]([O-:18])=[O:17])=[CH:12][C:13]=2[F:15])[CH2:8][CH2:7][C:6]1=O.C1COCC1. (5) Given the product [CH2:3]([O:10][C:12]1[N:13]=[N:14][C:15]([C:18]2[CH:19]=[CH:20][C:21]([O:24][CH2:25][CH2:26][CH2:27][N:28]3[CH2:33][CH2:32][CH2:31][CH2:30][CH2:29]3)=[CH:22][CH:23]=2)=[CH:16][CH:17]=1)[C:4]1[CH:9]=[CH:8][CH:7]=[CH:6][CH:5]=1, predict the reactants needed to synthesize it. The reactants are: [H-].[Na+].[CH2:3]([OH:10])[C:4]1[CH:9]=[CH:8][CH:7]=[CH:6][CH:5]=1.Cl[C:12]1[N:13]=[N:14][C:15]([C:18]2[CH:23]=[CH:22][C:21]([O:24][CH2:25][CH2:26][CH2:27][N:28]3[CH2:33][CH2:32][CH2:31][CH2:30][CH2:29]3)=[CH:20][CH:19]=2)=[CH:16][CH:17]=1.